From a dataset of Peptide-MHC class II binding affinity with 134,281 pairs from IEDB. Regression. Given a peptide amino acid sequence and an MHC pseudo amino acid sequence, predict their binding affinity value. This is MHC class II binding data. (1) The peptide sequence is AYVATVSEALRIIAG. The MHC is DRB1_1001 with pseudo-sequence DRB1_1001. The binding affinity (normalized) is 0.595. (2) The peptide sequence is VVITENCGTRGPSLR. The MHC is DRB3_0101 with pseudo-sequence DRB3_0101. The binding affinity (normalized) is 0.0884. (3) The peptide sequence is DLSGIAFGSMAKKGD. The MHC is HLA-DQA10501-DQB10301 with pseudo-sequence HLA-DQA10501-DQB10301. The binding affinity (normalized) is 0.534. (4) The peptide sequence is SATTANPSCPEGT. The MHC is DRB1_1501 with pseudo-sequence DRB1_1501. The binding affinity (normalized) is 0.0962. (5) The peptide sequence is TEDQAMEDIKQMEAESIS. The MHC is HLA-DQA10501-DQB10301 with pseudo-sequence HLA-DQA10501-DQB10301. The binding affinity (normalized) is 0.330. (6) The MHC is DRB3_0301 with pseudo-sequence DRB3_0301. The peptide sequence is NSYIAEMETESWIVDKK. The binding affinity (normalized) is 0.210. (7) The peptide sequence is KMIGGIGGFIKVRQYDQIPI. The MHC is DRB1_0405 with pseudo-sequence DRB1_0405. The binding affinity (normalized) is 0.194. (8) The peptide sequence is GINTIPIAINEAEYV. The MHC is DRB1_0404 with pseudo-sequence DRB1_0404. The binding affinity (normalized) is 0.459.